Dataset: NCI-60 drug combinations with 297,098 pairs across 59 cell lines. Task: Regression. Given two drug SMILES strings and cell line genomic features, predict the synergy score measuring deviation from expected non-interaction effect. Drug 1: CC1=C(N=C(N=C1N)C(CC(=O)N)NCC(C(=O)N)N)C(=O)NC(C(C2=CN=CN2)OC3C(C(C(C(O3)CO)O)O)OC4C(C(C(C(O4)CO)O)OC(=O)N)O)C(=O)NC(C)C(C(C)C(=O)NC(C(C)O)C(=O)NCCC5=NC(=CS5)C6=NC(=CS6)C(=O)NCCC[S+](C)C)O. Drug 2: CCC1(CC2CC(C3=C(CCN(C2)C1)C4=CC=CC=C4N3)(C5=C(C=C6C(=C5)C78CCN9C7C(C=CC9)(C(C(C8N6C)(C(=O)OC)O)OC(=O)C)CC)OC)C(=O)OC)O.OS(=O)(=O)O. Cell line: RPMI-8226. Synergy scores: CSS=7.22, Synergy_ZIP=-0.138, Synergy_Bliss=1.56, Synergy_Loewe=-0.100, Synergy_HSA=-2.49.